Dataset: Forward reaction prediction with 1.9M reactions from USPTO patents (1976-2016). Task: Predict the product of the given reaction. Given the reactants [H-].[Na+].[OH:3][C@H:4]1[C@H:8]([O:9][C:10]2[CH:11]=[CH:12][CH:13]=[C:14]3[C:19]=2[N:18]=[C:17]([C:20]2[N:24]4[CH:25]=[CH:26][C:27]([O:29][CH2:30][CH2:31][O:32][CH3:33])=[CH:28][C:23]4=[N:22][CH:21]=2)[CH:16]=[CH:15]3)[CH2:7][N:6]([C:34]([O:36][CH2:37][C:38]2[CH:47]=[CH:46][C:45]3[C:40](=[CH:41][CH:42]=[CH:43][CH:44]=3)[CH:39]=2)=[O:35])[CH2:5]1.I[CH3:49], predict the reaction product. The product is: [CH3:49][O:3][C@H:4]1[C@H:8]([O:9][C:10]2[CH:11]=[CH:12][CH:13]=[C:14]3[C:19]=2[N:18]=[C:17]([C:20]2[N:24]4[CH:25]=[CH:26][C:27]([O:29][CH2:30][CH2:31][O:32][CH3:33])=[CH:28][C:23]4=[N:22][CH:21]=2)[CH:16]=[CH:15]3)[CH2:7][N:6]([C:34]([O:36][CH2:37][C:38]2[CH:47]=[CH:46][C:45]3[C:40](=[CH:41][CH:42]=[CH:43][CH:44]=3)[CH:39]=2)=[O:35])[CH2:5]1.